This data is from Forward reaction prediction with 1.9M reactions from USPTO patents (1976-2016). The task is: Predict the product of the given reaction. Given the reactants C[Si](C)(C)[N-][Si](C)(C)C.[Li+].[C:11]1([N:17]2[CH2:21][CH2:20][CH2:19][C:18]2=[O:22])[CH:16]=[CH:15][CH:14]=[CH:13][CH:12]=1.Cl, predict the reaction product. The product is: [CH2:16]([C:19]1([CH2:15][CH:14]=[CH2:13])[CH2:20][CH2:21][N:17]([C:11]2[CH:12]=[CH:13][CH:14]=[CH:15][CH:16]=2)[C:18]1=[O:22])[CH:11]=[CH2:12].